The task is: Predict which catalyst facilitates the given reaction.. This data is from Catalyst prediction with 721,799 reactions and 888 catalyst types from USPTO. (1) Reactant: [C:1]([C:3]1[CH:4]=[C:5]([CH:17]=[CH:18][CH:19]=1)[CH2:6][O:7][CH2:8][C:9]1[O:13][N:12]=[C:11]([C:14]([OH:16])=O)[CH:10]=1)#[N:2].C(N(CC)CC)C.Cl.C(N=C=NCCCN(C)C)C.ON1C2C=CC=CC=2N=N1.[O:49]1[CH2:53][CH2:52][CH:51]([CH2:54][NH2:55])[CH2:50]1. Product: [O:49]1[CH2:53][CH2:52][CH:51]([CH2:54][NH:55][C:14]([C:11]2[CH:10]=[C:9]([CH2:8][O:7][CH2:6][C:5]3[CH:17]=[CH:18][CH:19]=[C:3]([C:1]#[N:2])[CH:4]=3)[O:13][N:12]=2)=[O:16])[CH2:50]1. The catalyst class is: 408. (2) Reactant: [CH:1]1[C:2]2[C:15]3=[CH:16][C@H:17]([OH:25])[C@H:18]4[O:23][P:21]([OH:24])(=[O:22])[O:20][C@H:19]4[C@@H:14]3[NH:13][C:11](=[O:12])[C:3]=2[C:4]([OH:10])=[C:5]2[O:9][CH2:8][O:7][C:6]=12.CO.O.C([O-])(=O)C.[Mg+2:33].C([O-])(=O)C.C([O-])(=O)C. Product: [CH:1]1[C:2]2[C:15]3=[CH:16][C@H:17]([OH:25])[C@H:18]4[O:23][P:21]([O-:24])(=[O:22])[O:20][C@H:19]4[C@@H:14]3[NH:13][C:11](=[O:12])[C:3]=2[C:4]([O-:10])=[C:5]2[O:9][CH2:8][O:7][C:6]=12.[Mg+2:33]. The catalyst class is: 6. (3) The catalyst class is: 7. Product: [NH2:21][C:12]1[C:11]2[N:10]=[C:9]([CH2:22][O:23][CH2:24][CH3:25])[N:8]([CH2:7][C@H:5]([OH:6])[CH2:4][OH:3])[C:20]=2[C:19]2[CH:18]=[CH:17][CH:16]=[CH:15][C:14]=2[N:13]=1. Reactant: CC1(C)[O:6][C@@H:5]([CH2:7][N:8]2[C:20]3[C:19]4[CH:18]=[CH:17][CH:16]=[CH:15][C:14]=4[N:13]=[C:12]([NH2:21])[C:11]=3[N:10]=[C:9]2[CH2:22][O:23][CH2:24][CH3:25])[CH2:4][O:3]1.Cl. (4) Reactant: [CH2:1](Br)[C:2]([C:4]1[CH:9]=[CH:8][CH:7]=[CH:6][CH:5]=1)=[O:3].[CH:11]1[C:20]2[C:15](=[CH:16][CH:17]=[CH:18][CH:19]=2)[CH2:14][CH2:13][C:12]=1N1CCCC1.[OH2:26]. Product: [O:3]=[C:2]([C:4]1[CH:9]=[CH:8][CH:7]=[CH:6][CH:5]=1)[CH2:1][CH:11]1[C:20]2[C:15](=[CH:16][CH:17]=[CH:18][CH:19]=2)[CH2:14][CH2:13][C:12]1=[O:26]. The catalyst class is: 11. (5) Reactant: Cl[CH2:2][C:3]([C:5]1[CH:29]=[C:8]2[CH2:9][N:10]([C:14]([O:16][CH2:17][C:18]3[CH:23]=[C:22]([C:24]([F:27])([F:26])[F:25])[CH:21]=[C:20]([Cl:28])[CH:19]=3)=[O:15])[CH2:11][CH2:12][CH2:13][N:7]2[N:6]=1)=[O:4].[NH:30]1[CH2:34][CH2:33][CH2:32][C@H:31]1[CH2:35]O.CCN(C(C)C)C(C)C.C([SiH](CC)CC)C.C(O)(C(F)(F)F)=O. Product: [CH2:35]1[C@@H:31]2[CH2:32][CH2:33][CH2:34][N:30]2[CH2:2][CH:3]([C:5]2[CH:29]=[C:8]3[CH2:9][N:10]([C:14]([O:16][CH2:17][C:18]4[CH:23]=[C:22]([C:24]([F:25])([F:27])[F:26])[CH:21]=[C:20]([Cl:28])[CH:19]=4)=[O:15])[CH2:11][CH2:12][CH2:13][N:7]3[N:6]=2)[O:4]1. The catalyst class is: 2. (6) Reactant: [CH2:1]([N:8]1[CH2:14][C:13]2[N:15]=[CH:16][C:17](Cl)=[N:18][C:12]=2[O:11][C@@H:10]([CH3:20])[CH2:9]1)[C:2]1[CH:7]=[CH:6][CH:5]=[CH:4][CH:3]=1.[NH:21]1[CH2:26][CH2:25][O:24][CH2:23][CH2:22]1.CC(C1C=C(C(C)C)C(C2C=CC=CC=2P(C2CCCCC2)C2CCCCC2)=C(C(C)C)C=1)C.CC(C)([O-])C.[Na+]. Product: [CH2:1]([N:8]1[CH2:14][C:13]2[N:15]=[CH:16][C:17]([N:21]3[CH2:26][CH2:25][O:24][CH2:23][CH2:22]3)=[N:18][C:12]=2[O:11][C@@H:10]([CH3:20])[CH2:9]1)[C:2]1[CH:7]=[CH:6][CH:5]=[CH:4][CH:3]=1. The catalyst class is: 491.